Task: Predict the product of the given reaction.. Dataset: Forward reaction prediction with 1.9M reactions from USPTO patents (1976-2016) Given the reactants C([O:3]C=C)C.[Li][C:7]([CH3:10])(C)C.[CH3:11][CH2:12][C:13](=[O:16])[CH2:14][CH3:15], predict the reaction product. The product is: [CH2:12]([C:13]([OH:16])([CH2:7][CH3:10])[C:14](=[O:3])[CH3:15])[CH3:11].